From a dataset of Forward reaction prediction with 1.9M reactions from USPTO patents (1976-2016). Predict the product of the given reaction. Given the reactants [C:1]1(=O)[O:5][CH2:4][CH2:3][O:2]1.O[C:8]1[CH:21]=[CH:20][C:11]([C:12]([C:14]2[CH:19]=[CH:18]C=[CH:16][CH:15]=2)=[O:13])=[CH:10][CH:9]=1.C1(C)C=CC=CC=1, predict the reaction product. The product is: [OH:2][CH2:3][CH2:4][O:5][C:1]1[CH:18]=[CH:19][C:14]([C:12]([C:11]2[CH:20]=[CH:21][CH:8]=[CH:9][CH:10]=2)=[O:13])=[CH:15][CH:16]=1.